Dataset: Peptide-MHC class I binding affinity with 185,985 pairs from IEDB/IMGT. Task: Regression. Given a peptide amino acid sequence and an MHC pseudo amino acid sequence, predict their binding affinity value. This is MHC class I binding data. The binding affinity (normalized) is 0.0847. The MHC is HLA-A02:01 with pseudo-sequence HLA-A02:01. The peptide sequence is AITTPQMTL.